This data is from Reaction yield outcomes from USPTO patents with 853,638 reactions. The task is: Predict the reaction yield, written as a fraction of the theoretical maximum amount of product (1.0 means a 100% yield; for example, 0.34 means a 34% yield). The reactants are Cl[C:2]1[N:7]=[N:6][C:5]([O:8][CH:9]2[CH2:14][CH2:13][O:12][CH2:11][CH2:10]2)=[C:4]([N:15]2[CH2:20][CH2:19][O:18][CH2:17][CH2:16]2)[CH:3]=1.[CH3:21][C:22]1[CH:28]=[CH:27][C:25]([NH2:26])=[CH:24][C:23]=1B1OC(C)(C)C(C)(C)O1.C([O-])([O-])=O.[Na+].[Na+].C(Cl)Cl. The catalyst is COCCOC. The product is [CH3:21][C:22]1[CH:28]=[CH:27][C:25]([NH2:26])=[CH:24][C:23]=1[C:2]1[N:7]=[N:6][C:5]([O:8][CH:9]2[CH2:14][CH2:13][O:12][CH2:11][CH2:10]2)=[C:4]([N:15]2[CH2:20][CH2:19][O:18][CH2:17][CH2:16]2)[CH:3]=1. The yield is 0.770.